This data is from Full USPTO retrosynthesis dataset with 1.9M reactions from patents (1976-2016). The task is: Predict the reactants needed to synthesize the given product. (1) Given the product [N:21]1([C:19]2[N:20]=[C:15]([N:14]3[C:8]4[CH:7]=[C:6]([C:4]5[CH:5]=[N:1][N:2]([CH2:36][C:37]#[N:38])[CH:3]=5)[N:11]=[CH:10][C:9]=4[CH:12]=[N:13]3)[CH:16]=[CH:17][CH:18]=2)[CH2:27][CH2:26][CH2:25][NH:24][CH2:23][CH2:22]1, predict the reactants needed to synthesize it. The reactants are: [NH:1]1[CH:5]=[C:4]([C:6]2[N:11]=[CH:10][C:9]3[CH:12]=[N:13][N:14]([C:15]4[N:20]=[C:19]([N:21]5[CH2:27][CH2:26][CH2:25][N:24](C(OC(C)(C)C)=O)[CH2:23][CH2:22]5)[CH:18]=[CH:17][CH:16]=4)[C:8]=3[CH:7]=2)[CH:3]=[N:2]1.Br[CH2:36][C:37]#[N:38]. (2) Given the product [CH2:1]([O:3][C:4]([C:6]1[C:14]2[C:9](=[CH:10][CH:11]=[C:12]([O:15][C:42]3[CH:43]=[CH:44][C:39]([C:38]([F:49])([F:48])[F:37])=[CH:40][CH:41]=3)[CH:13]=2)[N:8]([C:16]2[CH:17]=[CH:18][C:19]3[N:20]([CH2:29][CH3:30])[C:21]4[C:26]([C:27]=3[CH:28]=2)=[CH:25][CH:24]=[CH:23][CH:22]=4)[C:7]=1[CH2:31][C:32]([O:34][CH2:35][CH3:36])=[O:33])=[O:5])[CH3:2], predict the reactants needed to synthesize it. The reactants are: [CH2:1]([O:3][C:4]([C:6]1[C:14]2[C:9](=[CH:10][CH:11]=[C:12]([OH:15])[CH:13]=2)[N:8]([C:16]2[CH:17]=[CH:18][C:19]3[N:20]([CH2:29][CH3:30])[C:21]4[C:26]([C:27]=3[CH:28]=2)=[CH:25][CH:24]=[CH:23][CH:22]=4)[C:7]=1[CH2:31][C:32]([O:34][CH2:35][CH3:36])=[O:33])=[O:5])[CH3:2].[F:37][C:38]([F:49])([F:48])[C:39]1[CH:44]=[CH:43][C:42](B(O)O)=[CH:41][CH:40]=1. (3) Given the product [Cl:18][C:19]1[N:20]=[C:21]([CH2:9][CH2:8][CH2:7][NH2:1])[C:22]2[S:27](=[O:16])(=[O:38])[CH2:26][CH2:25][C:23]=2[N:24]=1, predict the reactants needed to synthesize it. The reactants are: [N:1]1([C:7]2C=CC(O)=[CH:9][CH:8]=2)CCNCC1.C(O)(=[O:16])C.[Cl:18][C:19]1[N:20]=[C:21](NC2C=C(C=CC=2)C(O)=O)[C:22]2[S:27][CH2:26][CH2:25][C:23]=2[N:24]=1.[OH2:38]. (4) The reactants are: [CH3:1][O:2][C:3]([CH2:5][O:6][C:7]1[CH:8]=[C:9]([C:13](=[O:46])[CH2:14][N:15]2[C:24](=[O:25])[C:23]3[N:22]([CH2:26][CH:27]=[C:28]([CH3:30])[CH3:29])[C:21]([N:31]4[CH2:36][CH2:35][CH2:34][CH:33]([NH:37]C(OC(C)(C)C)=O)[CH2:32]4)=[N:20][C:19]=3[N:18]([CH3:45])[C:16]2=[O:17])[CH:10]=[CH:11][CH:12]=1)=[O:4].FC(F)(F)C(O)=O. Given the product [CH3:1][O:2][C:3]([CH2:5][O:6][C:7]1[CH:8]=[C:9]([C:13](=[O:46])[CH2:14][N:15]2[C:24](=[O:25])[C:23]3[N:22]([CH2:26][CH:27]=[C:28]([CH3:30])[CH3:29])[C:21]([N:31]4[CH2:36][CH2:35][CH2:34][CH:33]([NH2:37])[CH2:32]4)=[N:20][C:19]=3[N:18]([CH3:45])[C:16]2=[O:17])[CH:10]=[CH:11][CH:12]=1)=[O:4], predict the reactants needed to synthesize it. (5) Given the product [C:19]([O:23][C:24](=[O:25])[NH:15][CH:13]([CH:10]1[CH2:11][CH2:12][N:8]([C:5]2[CH:6]=[CH:7][C:2]([Cl:1])=[CH:3][C:4]=2[N+:16]([O-:18])=[O:17])[CH2:9]1)[CH3:14])([CH3:22])([CH3:21])[CH3:20], predict the reactants needed to synthesize it. The reactants are: [Cl:1][C:2]1[CH:7]=[CH:6][C:5]([N:8]2[CH2:12][CH2:11][CH:10]([CH:13]([NH2:15])[CH3:14])[CH2:9]2)=[C:4]([N+:16]([O-:18])=[O:17])[CH:3]=1.[C:19]([O:23][C:24](O[C:24]([O:23][C:19]([CH3:22])([CH3:21])[CH3:20])=[O:25])=[O:25])([CH3:22])([CH3:21])[CH3:20]. (6) Given the product [CH3:32][O:31][C:14]1[CH:13]=[CH:12][C:11]2[N:10]=[C:9]([NH:6][C:5]3[NH:4][C:3]([NH2:7])=[N:2][N:1]=3)[C:18]3[NH:19][N:20]=[CH:21][C:17]=3[C:16]=2[CH:15]=1, predict the reactants needed to synthesize it. The reactants are: [N:1]1[N:2]=[C:3]([NH2:7])[NH:4][C:5]=1[NH2:6].Cl[C:9]1[C:18]2=[N:19][N:20](CC3C=CC(OC)=CC=3)[CH:21]=[C:17]2[C:16]2[CH:15]=[C:14]([O:31][CH3:32])[CH:13]=[CH:12][C:11]=2[N:10]=1.